Dataset: Retrosynthesis with 50K atom-mapped reactions and 10 reaction types from USPTO. Task: Predict the reactants needed to synthesize the given product. Given the product CCOC(=O)N(CC(=O)O)C(=O)c1c(Cl)ccc2c(C(F)(F)F)c(OC)ccc12, predict the reactants needed to synthesize it. The reactants are: CCOC(=O)N(CC(=O)OC(C)(C)C)C(=O)c1c(Cl)ccc2c(C(F)(F)F)c(OC)ccc12.